Predict the reaction yield, written as a fraction of the theoretical maximum amount of product (1.0 means a 100% yield; for example, 0.34 means a 34% yield). From a dataset of Reaction yield outcomes from USPTO patents with 853,638 reactions. (1) The reactants are [NH2:1][CH2:2][C:3]1[CH:4]=[CH:5][C:6]([Cl:19])=[C:7]([O:9][C:10]2[CH:11]=[C:12]([CH:15]=[C:16]([Cl:18])[CH:17]=2)[C:13]#[N:14])[CH:8]=1.[CH3:20][O:21][C:22]1[CH:30]=[C:29]2[C:25]([C:26]([C:31](O)=[O:32])=[CH:27][NH:28]2)=[CH:24][CH:23]=1.CN(C(ON1N=NC2C=CC=NC1=2)=[N+](C)C)C.F[P-](F)(F)(F)(F)F.CCN(C(C)C)C(C)C. The catalyst is CN(C=O)C.C(#N)C. The product is [Cl:19][C:6]1[CH:5]=[CH:4][C:3]([CH2:2][NH:1][C:31]([C:26]2[C:25]3[C:29](=[CH:30][C:22]([O:21][CH3:20])=[CH:23][CH:24]=3)[NH:28][CH:27]=2)=[O:32])=[CH:8][C:7]=1[O:9][C:10]1[CH:11]=[C:12]([C:13]#[N:14])[CH:15]=[C:16]([Cl:18])[CH:17]=1. The yield is 0.750. (2) The reactants are [NH2:1][C:2]1[N:3]([CH3:22])[C:4](=[O:21])[C:5]([C:14]2[CH:15]=[C:16]([CH:19]=[O:20])[NH:17][CH:18]=2)([C:7]2[CH:12]=[CH:11][CH:10]=[C:9]([Br:13])[CH:8]=2)[N:6]=1.C(=O)([O-])[O-].[Cs+].[Cs+].I[CH2:30][CH3:31]. The catalyst is CN(C=O)C.C(Cl)(Cl)Cl. The product is [NH2:1][C:2]1[N:3]([CH3:22])[C:4](=[O:21])[C:5]([C:14]2[CH:15]=[C:16]([CH:19]=[O:20])[N:17]([CH2:30][CH3:31])[CH:18]=2)([C:7]2[CH:12]=[CH:11][CH:10]=[C:9]([Br:13])[CH:8]=2)[N:6]=1. The yield is 0.730. (3) The reactants are [NH2:1][C:2]1[C:3]([C:9]([NH:11][NH2:12])=[O:10])=[N:4][C:5]([Br:8])=[CH:6][N:7]=1.[C:13]([O:17][C:18]([N:20]([CH2:22][C:23]1[CH:31]=[CH:30][C:26]([C:27](O)=[O:28])=[CH:25][CH:24]=1)[CH3:21])=[O:19])([CH3:16])([CH3:15])[CH3:14].C(N(CC)CC)C. The catalyst is CN(C)C=O. The product is [NH2:1][C:2]1[C:3]([C:9]([NH:11][NH:12][C:27]([C:26]2[CH:25]=[CH:24][C:23]([CH2:22][N:20]([CH3:21])[C:18](=[O:19])[O:17][C:13]([CH3:14])([CH3:15])[CH3:16])=[CH:31][CH:30]=2)=[O:28])=[O:10])=[N:4][C:5]([Br:8])=[CH:6][N:7]=1. The yield is 0.530. (4) The reactants are [C:1]([CH:5]1[CH:9]([N+:10]([O-])=O)[CH2:8][N:7]([CH2:13][C:14]2[CH:19]=[CH:18][CH:17]=[CH:16][CH:15]=2)[CH2:6]1)([CH3:4])([CH3:3])[CH3:2]. The catalyst is CO.[Ni]. The product is [C:1]([CH:5]1[CH2:6][N:7]([CH2:13][C:14]2[CH:15]=[CH:16][CH:17]=[CH:18][CH:19]=2)[CH2:8][CH:9]1[NH2:10])([CH3:4])([CH3:2])[CH3:3]. The yield is 0.320. (5) The reactants are [Br:1][C:2]1[CH:3]=[CH:4][C:5]([O:16][CH2:17][CH2:18]C)=[C:6]([C:8]2[CH:13]=[C:12]([Cl:14])[N:11]=[C:10]([NH2:15])[N:9]=2)[CH:7]=1.N[C:21]1N=C(C2C=C(Br)C=CC=2O)C=C(Cl)N=1. The catalyst is CC(O)C. The product is [Br:1][C:2]1[CH:3]=[CH:4][C:5]([O:16][CH:17]([CH3:18])[CH3:21])=[C:6]([C:8]2[CH:13]=[C:12]([Cl:14])[N:11]=[C:10]([NH2:15])[N:9]=2)[CH:7]=1. The yield is 0.680.